This data is from Forward reaction prediction with 1.9M reactions from USPTO patents (1976-2016). The task is: Predict the product of the given reaction. (1) Given the reactants [C:1]([C@@H:5]([C:29](=[O:42])[N:30]([CH3:41])[C@@H:31]([CH:38]([CH3:40])[CH3:39])/[CH:32]=[C:33](\[CH3:37])/[C:34]([OH:36])=[O:35])[NH:6][C:7](=[O:28])[C@H:8]([CH2:17][C:18]1[C:27]2[C:22](=[CH:23][CH:24]=[CH:25][CH:26]=2)[CH:21]=[CH:20][CH:19]=1)[NH:9]C(=O)OC(C)(C)C)([CH3:4])([CH3:3])[CH3:2].[ClH:43], predict the reaction product. The product is: [ClH:43].[NH2:9][C@@H:8]([CH2:17][C:18]1[C:27]2[C:22](=[CH:23][CH:24]=[CH:25][CH:26]=2)[CH:21]=[CH:20][CH:19]=1)[C:7]([NH:6][C@@H:5]([C:1]([CH3:3])([CH3:2])[CH3:4])[C:29]([N:30]([CH3:41])[C@@H:31]([CH:38]([CH3:39])[CH3:40])/[CH:32]=[C:33](\[CH3:37])/[C:34]([OH:36])=[O:35])=[O:42])=[O:28]. (2) Given the reactants [C:1]([C:4]1[CH:9]=[CH:8][C:7]([C:10]2[CH:15]=[CH:14][C:13]([O:16][CH3:17])=[C:12]([CH2:18][NH:19][CH:20]3[CH2:25][CH2:24][CH:23]([N:26]([CH3:34])[C:27](=[O:33])[O:28][C:29]([CH3:32])([CH3:31])[CH3:30])[CH2:22][CH2:21]3)[CH:11]=2)=[CH:6][CH:5]=1)(=[O:3])[CH3:2].[Cl:35][C:36]1[C:37]2[CH:47]=[CH:46][CH:45]=[CH:44][C:38]=2[S:39][C:40]=1[C:41](Cl)=[O:42], predict the reaction product. The product is: [C:1]([C:4]1[CH:5]=[CH:6][C:7]([C:10]2[CH:15]=[CH:14][C:13]([O:16][CH3:17])=[C:12]([CH2:18][N:19]([C:41]([C:40]3[S:39][C:38]4[CH:44]=[CH:45][CH:46]=[CH:47][C:37]=4[C:36]=3[Cl:35])=[O:42])[CH:20]3[CH2:25][CH2:24][CH:23]([N:26]([CH3:34])[C:27](=[O:33])[O:28][C:29]([CH3:30])([CH3:32])[CH3:31])[CH2:22][CH2:21]3)[CH:11]=2)=[CH:8][CH:9]=1)(=[O:3])[CH3:2]. (3) Given the reactants F[C:2]1[CH:7]=[CH:6][C:5]([C:8](=[O:10])[CH3:9])=[C:4]([O:11][CH3:12])[CH:3]=1.[Cl:13][C:14]1[CH:19]=[CH:18][C:17]([OH:20])=[CH:16][CH:15]=1.C(=O)([O-])[O-].[K+].[K+].[Cl-].[NH4+], predict the reaction product. The product is: [Cl:13][C:14]1[CH:19]=[CH:18][C:17]([O:20][C:2]2[CH:7]=[CH:6][C:5]([C:8](=[O:10])[CH3:9])=[C:4]([O:11][CH3:12])[CH:3]=2)=[CH:16][CH:15]=1. (4) Given the reactants C[O:2][C:3]([C:5]1[CH:41]=[CH:40][C:8]2[NH:9][C:10]([C:12]3[N:13]=[C:14]([C:36]([F:39])([F:38])[F:37])[S:15][C:16]=3[N:17]3[CH2:22][CH2:21][N:20]([C:23](=[O:34])[CH2:24][N:25]4[C:29]5=[N:30][CH:31]=[CH:32][CH:33]=[C:28]5[N:27]=[CH:26]4)[C@H:19]([CH3:35])[CH2:18]3)=[N:11][C:7]=2[CH:6]=1)=O.[CH2:42]([Mg]Br)[CH3:43], predict the reaction product. The product is: [OH:2][C:3]1([C:5]2[CH:41]=[CH:40][C:8]3[NH:9][C:10]([C:12]4[N:13]=[C:14]([C:36]([F:37])([F:38])[F:39])[S:15][C:16]=4[N:17]4[CH2:22][CH2:21][N:20]([C:23](=[O:34])[CH2:24][N:25]5[C:29]6=[N:30][CH:31]=[CH:32][CH:33]=[C:28]6[N:27]=[CH:26]5)[C@H:19]([CH3:35])[CH2:18]4)=[N:11][C:7]=3[CH:6]=2)[CH2:43][CH2:42]1.